This data is from Reaction yield outcomes from USPTO patents with 853,638 reactions. The task is: Predict the reaction yield, written as a fraction of the theoretical maximum amount of product (1.0 means a 100% yield; for example, 0.34 means a 34% yield). (1) The reactants are C(C1C=C(O)C(=O)NN=1)C.[N:11]1([C:15]2[N:20]=[N:19][C:18]([O:21]CC3C=CC=CC=3)=[C:17]([O:29]CC3C=CC=CC=3)[CH:16]=2)[CH2:14][CH2:13][CH2:12]1. No catalyst specified. The product is [N:11]1([C:15]2[CH:16]=[C:17]([OH:29])[C:18](=[O:21])[NH:19][N:20]=2)[CH2:14][CH2:13][CH2:12]1. The yield is 0.0200. (2) The reactants are C([N:4]1[CH2:9][CH2:8][N:7]([C:10]2[CH:15]=[CH:14][C:13]([C:16]3[NH:25][C:24](=[O:26])[C:23]4[C:18](=[CH:19][C:20]([O:29][CH3:30])=[CH:21][C:22]=4[O:27][CH3:28])[N:17]=3)=[CH:12][CH:11]=2)[CH2:6][CH2:5]1)(=O)C.[OH-].[Na+]. The catalyst is Cl. The product is [CH3:28][O:27][C:22]1[CH:21]=[C:20]([O:29][CH3:30])[CH:19]=[C:18]2[C:23]=1[C:24](=[O:26])[NH:25][C:16]([C:13]1[CH:14]=[CH:15][C:10]([N:7]3[CH2:6][CH2:5][NH:4][CH2:9][CH2:8]3)=[CH:11][CH:12]=1)=[N:17]2. The yield is 0.660. (3) The reactants are C[O:2][C:3]1[CH:11]=[CH:10][CH:9]=[C:8]2[C:4]=1[CH2:5][NH:6][CH2:7]2.[BrH:12]. No catalyst specified. The product is [BrH:12].[OH:2][C:3]1[CH:11]=[CH:10][CH:9]=[C:8]2[C:4]=1[CH2:5][NH:6][CH2:7]2. The yield is 0.780. (4) No catalyst specified. The reactants are [C:1]([OH:6])(=[O:5])C(C)=O.C(O[CH:10]([O:14][CH2:15][CH3:16])[O:11][CH2:12][CH3:13])C.S(=O)(=O)(O)O.Cl[CH2:23]Cl. The product is [CH2:15]([O:14][C:10]([O:11][CH2:12][CH3:13])([CH3:23])[C:1]([OH:6])=[O:5])[CH3:16]. The yield is 1.00. (5) The reactants are [CH2:1]([C:3]1[N:13]([CH2:14][C:15]2[CH:28]=[CH:27][C:18]([C:19]([C:21]3[CH:26]=[CH:25][CH:24]=[CH:23][CH:22]=3)=O)=[CH:17][CH:16]=2)[C:6]2=[N:7][C:8]([CH3:12])=[CH:9][C:10]([CH3:11])=[C:5]2[N:4]=1)[CH3:2].Cl.[NH2:30][OH:31].N1C=CC=CC=1. The catalyst is C(O)C.C(Cl)(Cl)Cl. The product is [CH2:1]([C:3]1[N:13]([CH2:14][C:15]2[CH:28]=[CH:27][C:18]([C:19](=[N:30][OH:31])[C:21]3[CH:26]=[CH:25][CH:24]=[CH:23][CH:22]=3)=[CH:17][CH:16]=2)[C:6]2=[N:7][C:8]([CH3:12])=[CH:9][C:10]([CH3:11])=[C:5]2[N:4]=1)[CH3:2]. The yield is 0.680. (6) The reactants are [Cl-].O[NH3+:3].[C:4](=[O:7])([O-])[OH:5].[Na+].CS(C)=O.[CH2:13]([C:17]1[N:18]=[C:19]([CH:48]2[CH2:50][CH2:49]2)[N:20]([C:39]2[CH:44]=[CH:43][C:42]([O:45][CH2:46][CH3:47])=[CH:41][CH:40]=2)[C:21](=[O:38])[C:22]=1[CH2:23][C:24]1[CH:29]=[CH:28][C:27]([C:30]2[C:31]([C:36]#[N:37])=[CH:32][CH:33]=[CH:34][CH:35]=2)=[CH:26][CH:25]=1)[CH2:14][CH2:15][CH3:16]. The catalyst is C(OCC)(=O)C. The product is [CH2:13]([C:17]1[N:18]=[C:19]([CH:48]2[CH2:49][CH2:50]2)[N:20]([C:39]2[CH:44]=[CH:43][C:42]([O:45][CH2:46][CH3:47])=[CH:41][CH:40]=2)[C:21](=[O:38])[C:22]=1[CH2:23][C:24]1[CH:25]=[CH:26][C:27]([C:30]2[CH:35]=[CH:34][CH:33]=[CH:32][C:31]=2[C:36]2[NH:3][C:4](=[O:7])[O:5][N:37]=2)=[CH:28][CH:29]=1)[CH2:14][CH2:15][CH3:16]. The yield is 0.970. (7) The reactants are [CH3:1][O:2][CH2:3][O:4][C:5]1[CH:10]=[CH:9][C:8]([CH2:11][CH2:12][CH2:13][OH:14])=[C:7]([O:15][C:16]2[CH:21]=[CH:20][C:19]([C:22]([F:25])([F:24])[F:23])=[CH:18][N:17]=2)[CH:6]=1.O[C:27]1[C:32]([O:33][CH3:34])=[CH:31][CH:30]=[CH:29][C:28]=1[CH2:35][C:36]([O:38]C)=[O:37].C(P(CCCC)CCCC)CCC.N(C(N1CCCCC1)=O)=NC(N1CCCCC1)=O.O1CCCC1CO.[OH-].[Na+].Cl. The catalyst is O1CCCC1. The product is [CH3:34][O:33][C:32]1[C:27]([O:14][CH2:13][CH2:12][CH2:11][C:8]2[CH:9]=[CH:10][C:5]([O:4][CH2:3][O:2][CH3:1])=[CH:6][C:7]=2[O:15][C:16]2[CH:21]=[CH:20][C:19]([C:22]([F:23])([F:24])[F:25])=[CH:18][N:17]=2)=[C:28]([CH2:35][C:36]([OH:38])=[O:37])[CH:29]=[CH:30][CH:31]=1. The yield is 0.750. (8) The reactants are Cl[C:2]1[C:3](=[O:11])[N:4]([CH3:10])[N:5]=[CH:6][C:7]=1[O:8][CH3:9].C(N(CC)CC)C. The catalyst is C(O)C.[Pd]. The product is [CH3:9][O:8][C:7]1[CH:6]=[N:5][N:4]([CH3:10])[C:3](=[O:11])[CH:2]=1. The yield is 0.890. (9) The reactants are C(OC([C:6]1[N:7]([C@H:23]([CH3:33])[CH2:24][NH:25][C:26](OC(C)(C)C)=[O:27])[C:8]2[C:13]([CH:14]=1)=[CH:12][C:11]([O:15][Si](C(C)(C)C)(C)C)=[CH:10][CH:9]=2)=O)C.FC(F)(F)C(O)=O.C(=O)([O-])[O-].[K+].[K+]. The catalyst is ClCCl.O.C(OCC)(=O)C. The product is [OH:15][C:11]1[CH:10]=[CH:9][C:8]2[N:7]3[C@H:23]([CH3:33])[CH2:24][NH:25][C:26](=[O:27])[C:6]3=[CH:14][C:13]=2[CH:12]=1. The yield is 0.570. (10) The reactants are [Br:1][CH2:2][CH2:3][CH2:4][CH2:5][CH2:6][C:7]1[CH:12]=[CH:11][C:10]([C:13]2[CH:18]=[CH:17][CH:16]=[CH:15][CH:14]=2)=[CH:9][CH:8]=1.C([C:23]1[CH:28]=[CH:27][N:26]=[CH:25][CH:24]=1)CCC. No catalyst specified. The product is [Br-:1].[C:10]1([C:13]2[CH:18]=[CH:17][CH:16]=[CH:15][CH:14]=2)[CH:11]=[CH:12][C:7]([CH2:6][CH2:5][CH2:4][CH2:3][CH2:2][N+:26]2[CH:25]=[CH:24][CH:23]=[C:28]([CH2:2][CH2:3][CH2:4][CH3:5])[CH:27]=2)=[CH:8][CH:9]=1. The yield is 0.720.